Dataset: Forward reaction prediction with 1.9M reactions from USPTO patents (1976-2016). Task: Predict the product of the given reaction. (1) Given the reactants [C:1]1([C:23]2[CH:28]=[CH:27][CH:26]=[CH:25][CH:24]=2)[CH:6]=[CH:5][C:4]([CH2:7][C@H:8]([NH:15][C:16]([O:18][C:19]([CH3:22])([CH3:21])[CH3:20])=[O:17])/[CH:9]=[C:10](\[CH3:14])/[C:11]([OH:13])=[O:12])=[CH:3][CH:2]=1.C(N(CC)CC)C.[H][H], predict the reaction product. The product is: [C:1]1([C:23]2[CH:24]=[CH:25][CH:26]=[CH:27][CH:28]=2)[CH:2]=[CH:3][C:4]([CH2:7][C@H:8]([NH:15][C:16]([O:18][C:19]([CH3:22])([CH3:20])[CH3:21])=[O:17])[CH2:9][C@H:10]([CH3:14])[C:11]([OH:13])=[O:12])=[CH:5][CH:6]=1. (2) Given the reactants CC(C)([O-])C.[Na+].Cl.Cl.[NH2:9][C:10]1[CH:11]=[N:12][N:13]([CH2:15][C:16]([OH:18])=[O:17])[CH:14]=1.Cl[C:20]1[CH:25]=[C:24]([NH:26][C:27]2[CH:36]=[CH:35][CH:34]=[CH:33][C:28]=2[C:29]([NH:31][CH3:32])=[O:30])[C:23]([Cl:37])=[CH:22][N:21]=1.CC1(C)C2C=CC=C(P(C3C=CC=CC=3)C3C=CC=CC=3)C=2OC2C1=CC=CC=2P(C1C=CC=CC=1)C1C=CC=CC=1, predict the reaction product. The product is: [Cl:37][C:23]1[C:24]([NH:26][C:27]2[CH:36]=[CH:35][CH:34]=[CH:33][C:28]=2[C:29](=[O:30])[NH:31][CH3:32])=[CH:25][C:20]([NH:9][C:10]2[CH:11]=[N:12][N:13]([CH2:15][C:16]([OH:18])=[O:17])[CH:14]=2)=[N:21][CH:22]=1. (3) Given the reactants [Cl:1][C:2]1[CH:3]=[C:4]2[C:8](=[CH:9][CH:10]=1)[NH:7][CH:6]=[CH:5]2.O=[C:12]1[CH2:17][CH2:16][N:15]([C:18]([O:20][C:21]([CH3:24])([CH3:23])[CH3:22])=[O:19])[CH2:14][CH2:13]1.[OH-].[K+], predict the reaction product. The product is: [Cl:1][C:2]1[CH:3]=[C:4]2[C:8](=[CH:9][CH:10]=1)[NH:7][CH:6]=[C:5]2[C:12]1[CH2:17][CH2:16][N:15]([C:18]([O:20][C:21]([CH3:24])([CH3:23])[CH3:22])=[O:19])[CH2:14][CH:13]=1. (4) The product is: [Br:1][C:2]1[CH:7]=[CH:6][C:5]([N:8]2[C:16]3[C:15]4[CH:17]=[C:18]([N+:21]([O-:23])=[O:22])[CH:19]=[CH:20][C:14]=4[CH2:13][CH2:12][C:11]=3[C:10]([C:24]([OH:26])=[O:25])=[N:9]2)=[CH:4][CH:3]=1. Given the reactants [Br:1][C:2]1[CH:7]=[CH:6][C:5]([N:8]2[C:16]3[C:15]4[CH:17]=[C:18]([N+:21]([O-:23])=[O:22])[CH:19]=[CH:20][C:14]=4[CH2:13][CH2:12][C:11]=3[C:10]([C:24]([O:26]CC)=[O:25])=[N:9]2)=[CH:4][CH:3]=1.[OH-].[Na+].Cl, predict the reaction product. (5) The product is: [CH2:16]([N:18]1[CH:22]=[C:21]([C:11]2[CH:10]=[CH:9][N:8]=[C:7]3[NH:3][C:4]([C:13]([OH:15])=[O:14])=[CH:5][C:6]=23)[C:20]([C:32]2[CH:37]=[CH:36][C:35]([N+:38]([O-:40])=[O:39])=[CH:34][CH:33]=2)=[N:19]1)[CH3:17]. Given the reactants C([N:3]1[C:7]2=[N:8][CH:9]=[CH:10][C:11](Br)=[C:6]2[CH:5]=[C:4]1[C:13]([OH:15])=[O:14])C.[CH2:16]([N:18]1[CH:22]=[C:21](B2OC(C)(C)C(C)(C)O2)[C:20]([C:32]2[CH:37]=[CH:36][C:35]([N+:38]([O-:40])=[O:39])=[CH:34][CH:33]=2)=[N:19]1)[CH3:17], predict the reaction product.